From a dataset of Kir2.1 potassium channel HTS with 301,493 compounds. Binary Classification. Given a drug SMILES string, predict its activity (active/inactive) in a high-throughput screening assay against a specified biological target. (1) The compound is O(c1c(NC(=O)c2cc(n3c(ccc3C)C)ccc2)ccc(OC)c1)C. The result is 0 (inactive). (2) The result is 0 (inactive). The molecule is Clc1c(cc(c2oc(/C=C3\C(=C(C(=O)NC3=O)C#N)C)cc2)cc1)C(OCC)=O. (3) The compound is O(c1c2c(c(CNCc3c(OC)cccc3)cc1)cccc2)C. The result is 1 (active). (4) The compound is S(CC(=O)NC(=O)c1ccc(cc1)C)c1sc(nn1)C. The result is 0 (inactive).